This data is from Forward reaction prediction with 1.9M reactions from USPTO patents (1976-2016). The task is: Predict the product of the given reaction. Given the reactants [C:1]([NH:8][C:9]1[S:10][C:11]2[CH2:22][CH2:21][CH2:20][CH2:19][C:12]=2[C:13]=1[C:14](OCC)=[O:15])(=[O:7])[CH2:2][CH2:3][CH2:4][CH2:5][CH3:6].[CH3:23][NH:24][CH3:25], predict the reaction product. The product is: [C:1]([NH:8][C:9]1[S:10][C:11]2[CH2:22][CH2:21][CH2:20][CH2:19][C:12]=2[C:13]=1[C:14]([N:24]([CH3:25])[CH3:23])=[O:15])(=[O:7])[CH2:2][CH2:3][CH2:4][CH2:5][CH3:6].